Dataset: Reaction yield outcomes from USPTO patents with 853,638 reactions. Task: Predict the reaction yield, written as a fraction of the theoretical maximum amount of product (1.0 means a 100% yield; for example, 0.34 means a 34% yield). (1) The reactants are [Cl:1][C:2]1[CH:3]=[CH:4][C:5]([OH:11])=[C:6]([C:8](=O)[CH3:9])[CH:7]=1.[O:12]1[CH2:17][CH2:16][N:15]([S:18]([C:21]2[CH:22]=[N:23][CH:24]=[C:25]([CH:30]=2)[C:26]([NH:28][NH2:29])=[O:27])(=[O:20])=[O:19])[CH2:14][CH2:13]1. The catalyst is CO.C(O)(=O)C. The product is [Cl:1][C:2]1[CH:3]=[CH:4][C:5]([OH:11])=[C:6](/[C:8](=[N:29]/[NH:28][C:26](=[O:27])[C:25]2[CH:30]=[C:21]([S:18]([N:15]3[CH2:14][CH2:13][O:12][CH2:17][CH2:16]3)(=[O:20])=[O:19])[CH:22]=[N:23][CH:24]=2)/[CH3:9])[CH:7]=1. The yield is 0.652. (2) The reactants are Br[CH2:2][C:3]1[CH:11]=[CH:10][CH:9]=[C:8]2[C:4]=1[CH:5]=[N:6][N:7]2[CH:12]1[CH2:17][CH2:16][CH2:15][CH2:14][O:13]1.[N-:18]=[N+:19]=[N-:20].[Na+].O. The catalyst is CN(C)C=O. The product is [N:18]([CH2:2][C:3]1[CH:11]=[CH:10][CH:9]=[C:8]2[C:4]=1[CH:5]=[N:6][N:7]2[CH:12]1[CH2:17][CH2:16][CH2:15][CH2:14][O:13]1)=[N+:19]=[N-:20]. The yield is 0.950. (3) The reactants are [NH:1]1[C:5]2=[N:6][C:7]([CH2:10][CH2:11][C:12]3[CH:13]=[C:14]([CH:17]=[C:18]([CH2:20][CH2:21][C:22]4[CH:27]=[C:26]([CH3:28])[CH:25]=[C:24]([NH2:29])[N:23]=4)[CH:19]=3)[C:15]#[N:16])=[CH:8][CH:9]=[C:4]2[CH:3]=[CH:2]1. The catalyst is CO.[Ni]. The product is [NH:1]1[C:5]2=[N:6][C:7]([CH2:10][CH2:11][C:12]3[CH:19]=[C:18]([CH:17]=[C:14]([CH2:15][NH2:16])[CH:13]=3)[CH2:20][CH2:21][C:22]3[N:23]=[C:24]([NH2:29])[CH:25]=[C:26]([CH3:28])[CH:27]=3)=[CH:8][CH:9]=[C:4]2[CH:3]=[CH:2]1. The yield is 0.620.